Dataset: Peptide-MHC class I binding affinity with 185,985 pairs from IEDB/IMGT. Task: Regression. Given a peptide amino acid sequence and an MHC pseudo amino acid sequence, predict their binding affinity value. This is MHC class I binding data. (1) The peptide sequence is AFPTSCHMFIICF. The MHC is HLA-B40:02 with pseudo-sequence HLA-B40:02. The binding affinity (normalized) is 0. (2) The peptide sequence is ALKGTNESL. The MHC is HLA-A02:02 with pseudo-sequence HLA-A02:02. The binding affinity (normalized) is 0.792. (3) The peptide sequence is LYKTIVNIW. The MHC is HLA-A02:06 with pseudo-sequence HLA-A02:06. The binding affinity (normalized) is 0.565. (4) The binding affinity (normalized) is 0.229. The peptide sequence is QGDDYVYLPY. The MHC is HLA-A26:01 with pseudo-sequence HLA-A26:01. (5) The peptide sequence is MHYGYNRAN. The MHC is HLA-A68:02 with pseudo-sequence HLA-A68:02. The binding affinity (normalized) is 0.0847. (6) The peptide sequence is RQVPTAFEF. The MHC is Mamu-B52 with pseudo-sequence Mamu-B52. The binding affinity (normalized) is 0.661.